Dataset: Forward reaction prediction with 1.9M reactions from USPTO patents (1976-2016). Task: Predict the product of the given reaction. (1) Given the reactants [C:1]([CH:4]([CH2:9][C:10]([O:12][CH3:13])=[O:11])[C:5]([O:7]C)=O)(=O)[CH3:2].[NH2:14][C:15]1[CH:19]=[CH:18][NH:17][N:16]=1, predict the reaction product. The product is: [OH:7][C:5]1[N:16]2[N:17]=[CH:18][CH:19]=[C:15]2[N:14]=[C:1]([CH3:2])[C:4]=1[CH2:9][C:10]([O:12][CH3:13])=[O:11]. (2) Given the reactants [CH3:1][O:2][C:3](=[O:11])[C:4]([C:9]#[N:10])=[CH:5][CH:6]([CH3:8])[CH3:7].[N+]([CH3:15])([O-])=O, predict the reaction product. The product is: [CH3:1][O:2][C:3]([C:4]1([C:9]#[N:10])[CH2:15][CH:5]1[CH:6]([CH3:8])[CH3:7])=[O:11]. (3) Given the reactants [CH2:1]([NH:3][C:4](=[O:33])[C:5]1[CH:10]=[CH:9][C:8]([NH:11][C:12]2[N:17]=[C:16]([N:18]3[CH2:23][CH:22]4[CH2:24][CH:20]([N:21]4C(=O)C(F)(F)F)[CH2:19]3)[C:15]([F:31])=[CH:14][N:13]=2)=[CH:7][C:6]=1[CH3:32])[CH3:2].[OH-].[Na+], predict the reaction product. The product is: [CH:22]12[CH2:24][CH:20]([NH:21]1)[CH2:19][N:18]([C:16]1[C:15]([F:31])=[CH:14][N:13]=[C:12]([NH:11][C:8]3[CH:9]=[CH:10][C:5]([C:4]([NH:3][CH2:1][CH3:2])=[O:33])=[C:6]([CH3:32])[CH:7]=3)[N:17]=1)[CH2:23]2. (4) Given the reactants [Cl:1][C:2]1[CH:9]=[C:8]([C:10]([F:13])([F:12])[F:11])[CH:7]=[CH:6][C:3]=1[CH2:4]O.C1(P(C2C=CC=CC=2)C2C=CC=CC=2)C=CC=CC=1.C(Br)(Br)(Br)[Br:34], predict the reaction product. The product is: [Cl:1][C:2]1[CH:9]=[C:8]([C:10]([F:13])([F:12])[F:11])[CH:7]=[CH:6][C:3]=1[CH2:4][Br:34]. (5) Given the reactants N(C(OC(C)C)=O)=NC(OC(C)C)=O.[OH:15][CH2:16][CH2:17][CH2:18][N:19]1[CH2:24][CH2:23][N:22]([C:25]([O:27][C:28]([CH3:31])([CH3:30])[CH3:29])=[O:26])[CH2:21][CH2:20]1.O[C:33]1[CH:40]=[CH:39][C:36]([CH:37]=[O:38])=[CH:35][CH:34]=1.C1(P(C2C=CC=CC=2)C2C=CC=CC=2)C=CC=CC=1, predict the reaction product. The product is: [CH:37]([C:36]1[CH:39]=[CH:40][C:33]([O:15][CH2:16][CH2:17][CH2:18][N:19]2[CH2:24][CH2:23][N:22]([C:25]([O:27][C:28]([CH3:31])([CH3:30])[CH3:29])=[O:26])[CH2:21][CH2:20]2)=[CH:34][CH:35]=1)=[O:38]. (6) Given the reactants [F:1][C:2]([F:31])([F:30])[C:3]1[CH:4]=[CH:5][C:6]([C:9]#[C:10][C:11]2[CH:12]=[CH:13][C:14]([N:17]3[CH2:22][CH2:21][N:20](C(OC(C)(C)C)=O)[CH2:19][CH2:18]3)=[N:15][CH:16]=2)=[N:7][CH:8]=1.FC(F)(F)C(O)=O.C(N(CC)CC)C.[CH3:46][S:47](Cl)(=[O:49])=[O:48], predict the reaction product. The product is: [CH3:46][S:47]([N:20]1[CH2:21][CH2:22][N:17]([C:14]2[CH:13]=[CH:12][C:11]([C:10]#[C:9][C:6]3[CH:5]=[CH:4][C:3]([C:2]([F:31])([F:30])[F:1])=[CH:8][N:7]=3)=[CH:16][N:15]=2)[CH2:18][CH2:19]1)(=[O:49])=[O:48]. (7) Given the reactants [NH2:1][C:2]1[CH:3]=[CH:4][C:5]2[CH2:9][O:8][B:7]([OH:10])[C:6]=2[CH:11]=1.C(=O)([O-])[O-].[K+].[K+].[C:18]([C:20]1[C:21]([S:33](Cl)(=[O:35])=[O:34])=[N:22][CH:23]=[C:24]([NH:26][C:27](=[O:32])[C:28]([F:31])([F:30])[F:29])[CH:25]=1)#[N:19], predict the reaction product. The product is: [C:18]([C:20]1[CH:25]=[C:24]([NH:26][C:27](=[O:32])[C:28]([F:31])([F:29])[F:30])[CH:23]=[N:22][C:21]=1[S:33](=[O:34])(=[O:35])[NH:1][C:2]1[CH:3]=[CH:4][C:5]2[CH2:9][O:8][B:7]([OH:10])[C:6]=2[CH:11]=1)#[N:19]. (8) The product is: [CH2:1]([C:5]1[N:9]([CH2:10][C:11]2[CH:16]=[CH:15][C:14]([C:17]3[C:18]([C:23]#[N:24])=[CH:19][CH:20]=[CH:21][CH:22]=3)=[CH:13][CH:12]=2)[C:8](=[O:25])[N:7]([CH2:34][C:35]([CH3:38])([CH3:37])[CH3:36])[N:6]=1)[CH2:2][CH2:3][CH3:4]. Given the reactants [CH2:1]([C:5]1[N:9]([CH2:10][C:11]2[CH:16]=[CH:15][C:14]([C:17]3[C:18]([C:23]#[N:24])=[CH:19][CH:20]=[CH:21][CH:22]=3)=[CH:13][CH:12]=2)[C:8](=[O:25])[NH:7][N:6]=1)[CH2:2][CH2:3][CH3:4].[H-].[Na+].CN(C)C=O.I[CH2:34][C:35]([CH3:38])([CH3:37])[CH3:36], predict the reaction product.